This data is from Forward reaction prediction with 1.9M reactions from USPTO patents (1976-2016). The task is: Predict the product of the given reaction. (1) Given the reactants Br[C:2]1[CH:3]=[C:4]([NH:8][C:9](=[O:16])[C:10]2[CH:15]=[CH:14][CH:13]=[CH:12][CH:11]=2)[CH:5]=[N:6][CH:7]=1.[F:17][C:18]([F:29])([F:28])[C:19]1[CH:20]=[C:21](B(O)O)[CH:22]=[CH:23][CH:24]=1.C(=O)([O-])[O-].[Na+].[Na+].O, predict the reaction product. The product is: [F:17][C:18]([F:29])([F:28])[C:19]1[CH:24]=[C:23]([C:2]2[CH:3]=[C:4]([NH:8][C:9]([C:10]3[CH:15]=[CH:14][CH:13]=[CH:12][CH:11]=3)=[O:16])[CH:5]=[N:6][CH:7]=2)[CH:22]=[CH:21][CH:20]=1. (2) Given the reactants C=O.[NH:3]1[CH2:8][CH2:7][O:6][CH2:5][CH2:4]1.[CH2:9](O)C.[Cl:12][C:13]1[CH:32]=[CH:31][C:16]([CH2:17][NH:18][C:19]([C:21]2[C:22]([OH:30])=[C:23]3[CH:29]=[CH:28][S:27][C:24]3=[N:25][CH:26]=2)=[O:20])=[CH:15][CH:14]=1, predict the reaction product. The product is: [Cl:12][C:13]1[CH:14]=[CH:15][C:16]([CH2:17][NH:18][C:19]([C:21]2[C:22]([OH:30])=[C:23]3[CH:29]=[C:28]([CH2:9][N:3]4[CH2:8][CH2:7][O:6][CH2:5][CH2:4]4)[S:27][C:24]3=[N:25][CH:26]=2)=[O:20])=[CH:31][CH:32]=1.